Dataset: Forward reaction prediction with 1.9M reactions from USPTO patents (1976-2016). Task: Predict the product of the given reaction. The product is: [Br:1][C:2]1[CH:10]=[CH:9][C:8]2[C:4](=[CH:5][N:6]([C:12]3[CH:17]=[CH:16][CH:15]=[CH:14][N:13]=3)[N:7]=2)[CH:3]=1. Given the reactants [Br:1][C:2]1[CH:3]=[C:4]2[C:8](=[CH:9][CH:10]=1)[NH:7][N:6]=[CH:5]2.F[C:12]1[CH:17]=[CH:16][CH:15]=[CH:14][N:13]=1, predict the reaction product.